Dataset: Forward reaction prediction with 1.9M reactions from USPTO patents (1976-2016). Task: Predict the product of the given reaction. (1) Given the reactants [O:1]=[C:2]1[C:6]2([CH2:11][CH2:10][NH:9][CH2:8][CH2:7]2)[N:5]([C:12]2[CH:17]=[CH:16][CH:15]=[CH:14][CH:13]=2)[CH2:4][N:3]1[CH2:18][C:19]1[CH:20]=[C:21]([CH:32]=[CH:33][CH:34]=1)[C:22]([O:24][CH2:25][C:26]1[CH:31]=[CH:30][CH:29]=[CH:28][CH:27]=1)=[O:23].Cl[CH2:36][CH2:37][CH2:38][N:39]1[C:47]2[C:42](=[CH:43][CH:44]=[CH:45][CH:46]=2)[CH:41]=[C:40]1[C:48]([O:50][C:51]([CH3:54])([CH3:53])[CH3:52])=[O:49].[I-].[Na+].C(=O)([O-])[O-].[K+].[K+], predict the reaction product. The product is: [CH2:25]([O:24][C:22]([C:21]1[CH:20]=[C:19]([CH:34]=[CH:33][CH:32]=1)[CH2:18][N:3]1[C:2](=[O:1])[C:6]2([CH2:7][CH2:8][N:9]([CH2:36][CH2:37][CH2:38][N:39]3[C:47]4[C:42](=[CH:43][CH:44]=[CH:45][CH:46]=4)[CH:41]=[C:40]3[C:48]([O:50][C:51]([CH3:52])([CH3:54])[CH3:53])=[O:49])[CH2:10][CH2:11]2)[N:5]([C:12]2[CH:13]=[CH:14][CH:15]=[CH:16][CH:17]=2)[CH2:4]1)=[O:23])[C:26]1[CH:31]=[CH:30][CH:29]=[CH:28][CH:27]=1. (2) Given the reactants [I:1][C:2]1[CH:3]=[C:4]([CH:7]=[C:8]([O:11][CH3:12])[C:9]=1[OH:10])[CH:5]=[O:6].[C:13]([O-])([O-])=O.[K+].[K+].IC, predict the reaction product. The product is: [I:1][C:2]1[CH:3]=[C:4]([CH:7]=[C:8]([O:11][CH3:12])[C:9]=1[O:10][CH3:13])[CH:5]=[O:6]. (3) Given the reactants C[O:2][C:3]([CH:5]1[CH2:9][S:8][CH:7]2[CH2:10][CH:11]([NH:14][C:15]([O:17][C:18]([CH3:21])([CH3:20])[CH3:19])=[O:16])[C:12](=[O:13])[N:6]12)=O.[NH3:22].CO, predict the reaction product. The product is: [C:18]([O:17][C:15](=[O:16])[NH:14][CH:11]1[C:12](=[O:13])[N:6]2[CH:7]([S:8][CH2:9][CH:5]2[C:3](=[O:2])[NH2:22])[CH2:10]1)([CH3:21])([CH3:20])[CH3:19]. (4) Given the reactants [C:1]([O-:10])(=[S:9])[CH2:2][CH2:3][CH2:4][CH2:5][CH2:6][CH2:7][CH3:8].[Na+:11].[S-2].[Na+].[Na+].[SH-].[Na+].C([Cl:26])(=O)CCCCCCC.S, predict the reaction product. The product is: [S-2:9].[Na+:11].[Na+:11].[C:1]([O-:10])(=[S:9])[CH2:2][CH2:3][CH2:4][CH2:5][CH2:6][CH2:7][CH3:8].[Na+:11].[Cl-:26].[Na+:11]. (5) Given the reactants [Cl:1][C:2]1[CH:7]=[C:6]([Cl:8])[N:5]=[C:4]([C:9]([O:11][CH3:12])=[O:10])[C:3]=1I.[CH:14]([Sn](CCCC)(CCCC)CCCC)=[CH2:15], predict the reaction product. The product is: [Cl:1][C:2]1[CH:7]=[C:6]([Cl:8])[N:5]=[C:4]([C:9]([O:11][CH3:12])=[O:10])[C:3]=1[CH:14]=[CH2:15]. (6) Given the reactants [CH2:1]1[CH2:14][O:13][C:12]2[CH:11]=[CH:10][C:5]([C:6](=O)[CH2:7]Br)=[CH:4][C:3]=2[O:2]1.[N:15]1([CH2:21][CH2:22][CH2:23][NH:24][C:25]([NH2:27])=[S:26])[CH2:20][CH2:19][O:18][CH2:17][CH2:16]1.C(N(CC)C(C)C)(C)C.[S:37]1[CH:41]=[CH:40][CH:39]=[C:38]1[C:42](Cl)=[O:43], predict the reaction product. The product is: [O:13]1[CH2:14][CH2:1][O:2][C:3]2[CH:4]=[C:5]([C:6]3[N:27]=[C:25]([N:24]([CH2:23][CH2:22][CH2:21][N:15]4[CH2:16][CH2:17][O:18][CH2:19][CH2:20]4)[C:42]([C:38]4[S:37][CH:41]=[CH:40][CH:39]=4)=[O:43])[S:26][CH:7]=3)[CH:10]=[CH:11][C:12]1=2. (7) Given the reactants Cl[C:2]1[CH:7]=[CH:6][N:5]=[C:4]([C:8]#[N:9])[CH:3]=1.C(=O)([O-])[O-].[K+].[K+].[F:16][C:17]1[C:22]([C:23]([F:26])([F:25])[F:24])=[CH:21][CH:20]=[CH:19][C:18]=1B(O)O.[Cl-].[NH4+], predict the reaction product. The product is: [F:16][C:17]1[C:22]([C:23]([F:24])([F:25])[F:26])=[CH:21][CH:20]=[CH:19][C:18]=1[C:2]1[CH:7]=[CH:6][N:5]=[C:4]([C:8]#[N:9])[CH:3]=1.